Dataset: Full USPTO retrosynthesis dataset with 1.9M reactions from patents (1976-2016). Task: Predict the reactants needed to synthesize the given product. (1) Given the product [CH3:19][C:14]1([CH3:20])[C:15]([CH3:18])([CH3:17])[O:16][B:12]([C:2]2[CH:3]=[C:4]([C:8]([OH:11])([CH3:10])[CH3:9])[CH:5]=[N:6][CH:7]=2)[O:13]1, predict the reactants needed to synthesize it. The reactants are: Br[C:2]1[CH:3]=[C:4]([C:8]([OH:11])([CH3:10])[CH3:9])[CH:5]=[N:6][CH:7]=1.[B:12]1([B:12]2[O:16][C:15]([CH3:18])([CH3:17])[C:14]([CH3:20])([CH3:19])[O:13]2)[O:16][C:15]([CH3:18])([CH3:17])[C:14]([CH3:20])([CH3:19])[O:13]1.C([O-])(=O)C.[K+]. (2) Given the product [CH2:32]([O:31][C:29](=[O:30])[CH2:28][O:1][C:2]1[CH:7]=[CH:6][C:5]([CH:8]([CH3:9])[CH3:10])=[CH:4][C:3]=1[CH2:11][N:12]1[CH2:17][CH2:16][N:15]([S:18]([C:21]2[CH:22]=[CH:23][CH:24]=[CH:25][CH:26]=2)(=[O:20])=[O:19])[CH2:14][CH2:13]1)[CH3:33], predict the reactants needed to synthesize it. The reactants are: [OH:1][C:2]1[CH:7]=[CH:6][C:5]([CH:8]([CH3:10])[CH3:9])=[CH:4][C:3]=1[CH2:11][N:12]1[CH2:17][CH2:16][N:15]([S:18]([C:21]2[CH:26]=[CH:25][CH:24]=[CH:23][CH:22]=2)(=[O:20])=[O:19])[CH2:14][CH2:13]1.Br[CH2:28][C:29]([O:31][CH2:32][CH3:33])=[O:30].C(=O)([O-])[O-].[K+].[K+].O. (3) Given the product [CH2:32]([N:19]1[CH:20]=[CH:21][C:17]([C:15]2[N:14]([C:22]3[CH:23]=[N:24][C:25]([CH3:28])=[CH:26][CH:27]=3)[N:13]=[C:12]([C:10]([N:7]3[CH2:6][CH2:5][C:4]([F:3])([F:29])[CH2:9][CH2:8]3)=[O:11])[CH:16]=2)=[CH:18]1)[CH:31]=[CH2:30], predict the reactants needed to synthesize it. The reactants are: [H-].[Na+].[F:3][C:4]1([F:29])[CH2:9][CH2:8][N:7]([C:10]([C:12]2[CH:16]=[C:15]([C:17]3[CH:21]=[CH:20][NH:19][CH:18]=3)[N:14]([C:22]3[CH:23]=[N:24][C:25]([CH3:28])=[CH:26][CH:27]=3)[N:13]=2)=[O:11])[CH2:6][CH2:5]1.[CH2:30](I)[CH:31]=[CH2:32].O. (4) The reactants are: [H-].[Na+].[Br:3][C:4]1[N:5]=[C:6]2[CH:12]=[CH:11][NH:10][C:7]2=[N:8][CH:9]=1.[CH3:13][Si:14]([CH2:17][CH2:18][O:19][CH2:20]Cl)([CH3:16])[CH3:15]. Given the product [Br:3][C:4]1[N:5]=[C:6]2[CH:12]=[CH:11][N:10]([CH2:20][O:19][CH2:18][CH2:17][Si:14]([CH3:16])([CH3:15])[CH3:13])[C:7]2=[N:8][CH:9]=1, predict the reactants needed to synthesize it. (5) Given the product [BrH:9].[C:11]([NH:14][C:15]1[S:16][C:5]2[CH2:6][C:1](=[O:8])[CH2:2][CH2:3][C:4]=2[N:17]=1)(=[O:13])[CH3:12], predict the reactants needed to synthesize it. The reactants are: [C:1]1(=[O:8])[CH2:6][CH2:5][C:4](=O)[CH2:3][CH2:2]1.[Br:9]Br.[C:11]([NH:14][C:15]([NH2:17])=[S:16])(=[O:13])[CH3:12].O. (6) Given the product [CH3:1][O:2][C:3]([C:4]1[CH:9]=[C:8]([C:18]2[CH:19]=[CH:20][C:15]([C:14]([F:25])([F:24])[F:13])=[CH:16][CH:17]=2)[CH:7]=[CH:6][C:5]=1[NH2:11])=[O:12].[CH3:26][O:27][C:28](=[O:46])[C@@H:29]([NH:45][C:3]([C:4]1[CH:9]=[C:8]([C:18]2[CH:19]=[CH:20][C:15]([C:14]([F:25])([F:24])[F:13])=[CH:16][CH:17]=2)[CH:7]=[CH:6][C:5]=1[NH2:11])=[O:12])[CH2:30][C:31]1[CH:36]=[CH:35][C:34]([C:37]2[CH:42]=[CH:41][C:40]([F:43])=[C:39]([Cl:44])[CH:38]=2)=[CH:33][CH:32]=1, predict the reactants needed to synthesize it. The reactants are: [CH3:1][O:2][C:3](=[O:12])[C:4]1[CH:9]=[C:8](Br)[CH:7]=[CH:6][C:5]=1[NH2:11].[F:13][C:14]([F:25])([F:24])[C:15]1[CH:20]=[CH:19][C:18](B(O)O)=[CH:17][CH:16]=1.[CH3:26][O:27][C:28](=[O:46])[C@@H:29]([NH2:45])[CH2:30][C:31]1[CH:36]=[CH:35][C:34]([C:37]2[CH:42]=[CH:41][C:40]([F:43])=[C:39]([Cl:44])[CH:38]=2)=[CH:33][CH:32]=1. (7) The reactants are: Cl[CH2:2][O:3][CH2:4][CH2:5][Si:6]([CH3:9])([CH3:8])[CH3:7].[Br:10][C:11]1[CH:12]=[C:13]2[C:17](=[C:18]([CH3:20])[CH:19]=1)[NH:16][N:15]=[CH:14]2.CN(C1CCCCC1)C1CCCCC1. Given the product [Br:10][C:11]1[CH:12]=[C:13]2[C:17](=[C:18]([CH3:20])[CH:19]=1)[N:16]([CH2:2][O:3][CH2:4][CH2:5][Si:6]([CH3:9])([CH3:8])[CH3:7])[N:15]=[CH:14]2, predict the reactants needed to synthesize it. (8) Given the product [N:8]1[C:5]2[S:6][CH:7]=[CH:3][C:4]=2[C:9]([OH:11])=[N:18][CH:16]=1, predict the reactants needed to synthesize it. The reactants are: C([C:3]1[C:4]([C:9]([OH:11])=O)=[C:5]([NH2:8])[S:6][CH:7]=1)C.C([O-])=O.[NH4+].[CH:16]([NH2:18])=O.